From a dataset of Forward reaction prediction with 1.9M reactions from USPTO patents (1976-2016). Predict the product of the given reaction. The product is: [Cl:1][C:2]1[N:7]=[N:6][C:5]([C:8]([NH2:25])=[O:9])=[C:4]([NH:12][C:13]2[CH:18]=[CH:17][CH:16]=[C:15]([CH:19]3[CH2:22][CH2:21][CH2:20]3)[N:14]=2)[CH:3]=1. Given the reactants [Cl:1][C:2]1[N:7]=[N:6][C:5]([C:8](OC)=[O:9])=[C:4]([NH:12][C:13]2[CH:18]=[CH:17][CH:16]=[C:15]([CH:19]3[CH2:22][CH2:21][CH2:20]3)[N:14]=2)[CH:3]=1.CO.[NH3:25], predict the reaction product.